Task: Predict the reactants needed to synthesize the given product.. Dataset: Full USPTO retrosynthesis dataset with 1.9M reactions from patents (1976-2016) (1) Given the product [CH2:1]([N:3]1[C:7]2[CH:8]=[CH:9][C:10]([N:12]3[CH2:16][C@H:15]([C:17]([NH2:26])=[O:18])[O:14][C:13]3=[O:24])=[CH:11][C:6]=2[S:5][C:4]1=[O:25])[CH3:2], predict the reactants needed to synthesize it. The reactants are: [CH2:1]([N:3]1[C:7]2[CH:8]=[CH:9][C:10]([N:12]3[CH2:16][C@H:15]([C:17](OCCCC)=[O:18])[O:14][C:13]3=[O:24])=[CH:11][C:6]=2[S:5][C:4]1=[O:25])[CH3:2].[NH3:26]. (2) Given the product [ClH:31].[F:30][C:27]1[CH:26]=[CH:25][C:24]([S:21]([C:18]2[CH:19]=[CH:20][C:15]([NH:14][CH:11]3[CH2:12][CH2:13][NH:8][CH2:9][CH2:10]3)=[CH:16][CH:17]=2)(=[O:23])=[O:22])=[CH:29][CH:28]=1.[ClH:31], predict the reactants needed to synthesize it. The reactants are: C(OC([N:8]1[CH2:13][CH2:12][CH:11]([NH:14][C:15]2[CH:20]=[CH:19][C:18]([S:21]([C:24]3[CH:29]=[CH:28][C:27]([F:30])=[CH:26][CH:25]=3)(=[O:23])=[O:22])=[CH:17][CH:16]=2)[CH2:10][CH2:9]1)=O)(C)(C)C.[ClH:31].